Dataset: Forward reaction prediction with 1.9M reactions from USPTO patents (1976-2016). Task: Predict the product of the given reaction. (1) Given the reactants [CH3:1][C:2]1[NH:3][C:4]2[C:9]([CH:10]=1)=[CH:8][C:7]([NH2:11])=[CH:6][CH:5]=2.C(OC([NH:19][CH2:20][CH2:21][CH2:22][CH2:23][C@H:24]([NH:28]C(OCC1C2C=CC=CC=2C2C1=CC=CC=2)=O)[C:25](O)=[O:26])=O)(C)(C)C.[N:46]([C:49]1[CH:61]=[CH:60][C:59]2[C:58]3[C:53](=[CH:54][CH:55]=[CH:56][CH:57]=3)[CH2:52][C:51]=2[CH:50]=1)=[C:47]=[O:48], predict the reaction product. The product is: [CH3:1][C:2]1[NH:3][C:4]2[C:9]([CH:10]=1)=[CH:8][C:7]([NH:11][C:25](=[O:26])[C@@H:24]([NH:28][C:47]([NH:46][C:49]1[CH:61]=[CH:60][C:59]3[C:58]4[C:53](=[CH:54][CH:55]=[CH:56][CH:57]=4)[CH2:52][C:51]=3[CH:50]=1)=[O:48])[CH2:23][CH2:22][CH2:21][CH2:20][NH2:19])=[CH:6][CH:5]=2. (2) Given the reactants [OH:1][CH:2]1[C:18]([CH3:20])([CH3:19])[C:17](=[O:21])[CH:16]([CH3:22])[CH:15]([OH:23])[CH:14]([CH3:24])[CH2:13][CH2:12][CH2:11][CH:10]2[CH:8]([N:9]2[CH2:25][CH2:26][OH:27])[CH2:7][CH:6]([C:28]([CH3:36])=[CH:29][C:30]2[N:31]=[C:32]([CH3:35])[S:33][CH:34]=2)[O:5][C:4](=[O:37])[CH2:3]1.[C:38](=O)([O:49][CH2:50][CH2:51][S:52][S:53][C:54]1[CH:59]=[CH:58][CH:57]=[CH:56][N:55]=1)[O:39]N1C2C=CC=CC=2N=N1, predict the reaction product. The product is: [C:38](=[O:39])([O:49][CH2:50][CH2:51][S:52][S:53][C:54]1[CH:59]=[CH:58][CH:57]=[CH:56][N:55]=1)[O:27][CH2:26][CH2:25][N:9]1[C@@H:8]2[C@H:10]1[CH2:11][CH2:12][CH2:13][C@H:14]([CH3:24])[C@H:15]([OH:23])[C@@H:16]([CH3:22])[C:17](=[O:21])[C:18]([CH3:19])([CH3:20])[C@@H:2]([OH:1])[CH2:3][C:4](=[O:37])[O:5][C@H:6](/[C:28](/[CH3:36])=[CH:29]/[C:30]1[N:31]=[C:32]([CH3:35])[S:33][CH:34]=1)[CH2:7]2. (3) Given the reactants S(=O)(=O)(O)[OH:2].[Br:6][C:7]1[CH:8]=[C:9]([NH:13][C:14](=[O:18])[CH:15]=NO)[CH:10]=[CH:11][CH:12]=1, predict the reaction product. The product is: [Br:6][C:7]1[CH:8]=[C:9]2[C:10]([C:15](=[O:2])[C:14](=[O:18])[NH:13]2)=[CH:11][CH:12]=1. (4) Given the reactants [Cl:1][C:2]1[CH:7]=[C:6]([Cl:8])[CH:5]=[CH:4][C:3]=1[C:9]1[N:10]([C:24]2[CH:29]=[CH:28][C:27]([OH:30])=[CH:26][CH:25]=2)[C:11]([CH3:23])=[C:12]([C:14]([NH:16][N:17]2[CH2:22][CH2:21][CH2:20][CH2:19][CH2:18]2)=[O:15])[N:13]=1.C(N(CC)CC)C.[N:38]1[CH:43]=[CH:42][CH:41]=[C:40]([S:44](Cl)(=[O:46])=[O:45])[CH:39]=1.O, predict the reaction product. The product is: [N:38]1[CH:43]=[CH:42][CH:41]=[C:40]([S:44]([O:30][C:27]2[CH:26]=[CH:25][C:24]([N:10]3[C:11]([CH3:23])=[C:12]([C:14]([NH:16][N:17]4[CH2:22][CH2:21][CH2:20][CH2:19][CH2:18]4)=[O:15])[N:13]=[C:9]3[C:3]3[CH:4]=[CH:5][C:6]([Cl:8])=[CH:7][C:2]=3[Cl:1])=[CH:29][CH:28]=2)(=[O:46])=[O:45])[CH:39]=1. (5) Given the reactants [F:1][C:2]1[CH:7]=[CH:6][C:5]([N:8]2[C:16]3[CH2:15][CH2:14][CH2:13][N:12]([C:17](=[O:25])[CH2:18][N:19]4[CH:23]=[C:22](I)[CH:21]=[N:20]4)[C:11]=3[CH:10]=[N:9]2)=[CH:4][CH:3]=1.[CH3:26][N:27](C=O)C, predict the reaction product. The product is: [C:26]([C:22]1[CH:21]=[N:20][N:19]([CH2:18][C:17]([N:12]2[CH2:13][CH2:14][CH2:15][C:16]3[N:8]([C:5]4[CH:6]=[CH:7][C:2]([F:1])=[CH:3][CH:4]=4)[N:9]=[CH:10][C:11]2=3)=[O:25])[CH:23]=1)#[N:27].